This data is from Reaction yield outcomes from USPTO patents with 853,638 reactions. The task is: Predict the reaction yield, written as a fraction of the theoretical maximum amount of product (1.0 means a 100% yield; for example, 0.34 means a 34% yield). (1) The reactants are [S:1]1[C:5]2[CH:6]=[CH:7][CH:8]=[CH:9][C:4]=2[C:3]([N:10]2[CH2:15][CH2:14][N:13]([CH2:16][CH:17]([C:19]3[CH:20]=[C:21]4[C:25](=[CH:26][CH:27]=3)[C:24]([CH3:29])([CH3:28])[C:23](=[O:30])[C:22]4([CH3:32])[CH3:31])O)[CH2:12][CH2:11]2)=[N:2]1.CS([Cl:37])(=O)=O.C(N(CC)CC)C. The catalyst is C(Cl)Cl. The product is [S:1]1[C:5]2[CH:6]=[CH:7][CH:8]=[CH:9][C:4]=2[C:3]([N:10]2[CH2:15][CH2:14][N:13]([CH2:16][CH:17]([C:19]3[CH:20]=[C:21]4[C:25](=[CH:26][CH:27]=3)[C:24]([CH3:29])([CH3:28])[C:23](=[O:30])[C:22]4([CH3:32])[CH3:31])[Cl:37])[CH2:12][CH2:11]2)=[N:2]1. The yield is 0.850. (2) The product is [CH:1]1([CH2:4][O:5][C:6]2[CH:11]=[CH:10][CH:9]=[C:8]([O:12][CH2:28][C:27]3[CH:30]=[CH:31][C:24]([O:23][CH3:22])=[CH:25][CH:26]=3)[C:7]=2[C:13](=[O:15])[CH3:14])[CH2:2][CH2:3]1. The reactants are [CH:1]1([CH2:4][O:5][C:6]2[CH:11]=[CH:10][CH:9]=[C:8]([OH:12])[C:7]=2[C:13](=[O:15])[CH3:14])[CH2:3][CH2:2]1.C(=O)([O-])[O-].[K+].[K+].[CH3:22][O:23][C:24]1[CH:31]=[CH:30][C:27]([CH2:28]Cl)=[CH:26][CH:25]=1. The catalyst is CC(C)=O.[I-].C([N+](CCCC)(CCCC)CCCC)CCC. The yield is 0.890.